This data is from Catalyst prediction with 721,799 reactions and 888 catalyst types from USPTO. The task is: Predict which catalyst facilitates the given reaction. (1) The catalyst class is: 2. Product: [N:1]1[C:10]2[C:5](=[CH:6][C:7]([NH2:11])=[CH:8][CH:9]=2)[CH:4]=[CH:3][CH:2]=1. Reactant: [N:1]1[C:10]2[C:5](=[CH:6][C:7]([NH:11]C(=O)OC(C)(C)C)=[CH:8][CH:9]=2)[CH:4]=[CH:3][CH:2]=1.C(O)(C(F)(F)F)=O. (2) Product: [C:8]([C:10](=[CH:6][C:4]1[O:3][CH:2]=[CH:1][CH:5]=1)[C:11]([O:13][CH2:14][CH3:15])=[O:12])#[N:9]. Reactant: [CH:1]1[CH:5]=[C:4]([CH:6]=O)[O:3][CH:2]=1.[C:8]([CH2:10][C:11]([O:13][CH2:14][CH3:15])=[O:12])#[N:9]. The catalyst class is: 14. (3) Reactant: [Cl:1][C:2]1[C:7]([NH2:8])=[C:6](Cl)[N:5]=[C:4]([CH3:10])[N:3]=1.[NH3:11]. Product: [Cl:1][C:2]1[N:3]=[C:4]([CH3:10])[N:5]=[C:6]([NH2:11])[C:7]=1[NH2:8]. The catalyst class is: 32. (4) Reactant: [Cl:1][C:2]1[N:10]=[C:9]2[C:5]([N:6]=[CH:7][NH:8]2)=[C:4]([N:11]2[CH2:16][CH2:15][O:14][CH2:13][CH2:12]2)[N:3]=1.Br[CH2:18][CH2:19][O:20][CH:21]1[CH2:26][CH2:25][CH2:24][CH2:23][O:22]1.C(=O)([O-])[O-].[K+].[K+]. Product: [Cl:1][C:2]1[N:10]=[C:9]2[C:5]([N:6]=[CH:7][N:8]2[CH2:18][CH2:19][O:20][CH:21]2[CH2:26][CH2:25][CH2:24][CH2:23][O:22]2)=[C:4]([N:11]2[CH2:12][CH2:13][O:14][CH2:15][CH2:16]2)[N:3]=1. The catalyst class is: 3. (5) The catalyst class is: 71. Product: [CH3:25][O:24][C:7]1[CH:6]=[CH:5][C:4]2[N:3]=[C:2]([NH:29][C:28]3[CH:30]=[CH:31][C:32]([N:34]4[CH2:39][CH2:38][O:37][CH2:36][CH2:35]4)=[CH:33][C:27]=3[CH3:26])[C:11]3=[N:12][NH:13][CH:14]=[C:10]3[C:9]=2[CH:8]=1. Reactant: Cl[C:2]1[C:11]2=[N:12][N:13](CC3C=CC(OC)=CC=3)[CH:14]=[C:10]2[C:9]2[CH:8]=[C:7]([O:24][CH3:25])[CH:6]=[CH:5][C:4]=2[N:3]=1.[CH3:26][C:27]1[CH:33]=[C:32]([N:34]2[CH2:39][CH2:38][O:37][CH2:36][CH2:35]2)[CH:31]=[CH:30][C:28]=1[NH2:29].Cl. (6) Reactant: [C:1](S)(=S)[C:2]1[C:3](=[CH:5][CH:6]=[CH:7][CH:8]=1)O.C1(C)C=CC=CC=1.CC1C=CC2[S:29][C:28]3[C:23](=[CH:24][CH:25]=[CH:26][CH:27]=3)[C:22](=[O:33])C=2C=1.CC1C=CC2C(=O)C3C(SC=2C=1)=CC=CC=3. Product: [CH3:1][C:2]1[C:3]2[C:22](=[O:33])[C:23]3[C:28](=[CH:27][CH:26]=[CH:25][CH:24]=3)[S:29][C:5]=2[CH:6]=[CH:7][CH:8]=1. The catalyst class is: 445.